From a dataset of Full USPTO retrosynthesis dataset with 1.9M reactions from patents (1976-2016). Predict the reactants needed to synthesize the given product. (1) Given the product [F:20][C:19]1[C:14]([C:10]2([CH2:9][NH:8][C:5]3[N:6]=[N:7][C:2]([C:28]4[C:23]([O:22][CH3:21])=[N:24][CH:25]=[CH:26][CH:27]=4)=[CH:3][CH:4]=3)[CH2:13][CH2:12][CH2:11]2)=[N:15][CH:16]=[CH:17][CH:18]=1, predict the reactants needed to synthesize it. The reactants are: Cl[C:2]1[N:7]=[N:6][C:5]([NH:8][CH2:9][C:10]2([C:14]3[C:19]([F:20])=[CH:18][CH:17]=[CH:16][N:15]=3)[CH2:13][CH2:12][CH2:11]2)=[CH:4][CH:3]=1.[CH3:21][O:22][C:23]1[C:28](B(O)O)=[CH:27][CH:26]=[CH:25][N:24]=1.C(=O)([O-])[O-].[K+].[K+].O1CCOCC1. (2) Given the product [O:1]1[C:5]2[CH:6]=[CH:7][C:8](/[CH:10]=[CH:19]/[C:18]([O:21][CH2:12][CH3:13])=[O:20])=[CH:9][C:4]=2[CH2:3][CH2:2]1, predict the reactants needed to synthesize it. The reactants are: [O:1]1[C:5]2[CH:6]=[CH:7][C:8]([CH:10]=O)=[CH:9][C:4]=2[CH2:3][CH2:2]1.[C:12](O[Na])(C)(C)[CH3:13].[C:18]([OH:21])(=[O:20])[CH3:19].O. (3) Given the product [CH:17]1([NH:16][C:9]2[CH:8]=[C:7]3[C:12]([C:13](=[O:14])[C:4]([CH2:3][NH:2][CH:29]([CH3:39])[CH2:30][P:31](=[O:38])([O:35][CH2:36][CH3:37])[O:32][CH2:33][CH3:34])=[CH:5][N:6]3[CH:23]([CH2:26][CH3:27])[CH2:24][CH3:25])=[CH:11][C:10]=2[F:15])[CH2:18][CH2:19][CH2:20][CH2:21][CH2:22]1, predict the reactants needed to synthesize it. The reactants are: Cl.[NH2:2][CH2:3][C:4]1[C:13](=[O:14])[C:12]2[C:7](=[CH:8][C:9]([NH:16][CH:17]3[CH2:22][CH2:21][CH2:20][CH2:19][CH2:18]3)=[C:10]([F:15])[CH:11]=2)[N:6]([CH:23]([CH2:26][CH3:27])[CH2:24][CH3:25])[CH:5]=1.O=[C:29]([CH3:39])[CH2:30][P:31](=[O:38])([O:35][CH2:36][CH3:37])[O:32][CH2:33][CH3:34].C(O[BH-](OC(=O)C)OC(=O)C)(=O)C.[Na+].C(N(CC)CC)C. (4) Given the product [C:10]1([C:23]2[CH:28]=[CH:27][CH:26]=[CH:25][CH:24]=2)[CH:11]=[CH:12][C:13]([NH:16][C:17](=[O:22])[CH2:18][C:19](=[O:21])[N:60]2[CH2:61][CH2:62][CH:57]([O:56][C:55]3[CH:54]=[C:53]([F:52])[C:65]([F:66])=[C:64]([F:67])[CH:63]=3)[CH2:58][CH2:59]2)=[CH:14][CH:15]=1, predict the reactants needed to synthesize it. The reactants are: CCN(C(C)C)C(C)C.[C:10]1([C:23]2[CH:28]=[CH:27][CH:26]=[CH:25][CH:24]=2)[CH:15]=[CH:14][C:13]([NH:16][C:17](=[O:22])[CH2:18][C:19]([OH:21])=O)=[CH:12][CH:11]=1.C1C=CC2N(O)N=NC=2C=1.CCN=C=NCCCN(C)C.Cl.Cl.[F:52][C:53]1[CH:54]=[C:55]([CH:63]=[C:64]([F:67])[C:65]=1[F:66])[O:56][CH:57]1[CH2:62][CH2:61][NH:60][CH2:59][CH2:58]1.